From a dataset of Forward reaction prediction with 1.9M reactions from USPTO patents (1976-2016). Predict the product of the given reaction. (1) Given the reactants [F:1][C:2]([F:22])([F:21])[C:3]1[CH:4]=[C:5]([CH:18]=[CH:19][CH:20]=1)[C:6]([NH:8][C:9]1[CH:10]=[C:11](B(O)O)[CH:12]=[CH:13][CH:14]=1)=[O:7].Cl[C:24]1[C:25]2[CH:32]=[CH:31][NH:30][C:26]=2[N:27]=[CH:28][N:29]=1.C1(P(C2C=CC=CC=2)C2C=CC=CC=2)C=CC=CC=1.C(=O)([O-])[O-].[Na+].[Na+], predict the reaction product. The product is: [N:27]1[C:26]2[NH:30][CH:31]=[CH:32][C:25]=2[C:24]([C:11]2[CH:10]=[C:9]([NH:8][C:6](=[O:7])[C:5]3[CH:18]=[CH:19][CH:20]=[C:3]([C:2]([F:22])([F:21])[F:1])[CH:4]=3)[CH:14]=[CH:13][CH:12]=2)=[N:29][CH:28]=1. (2) Given the reactants [CH3:1][O:2][C:3]1[CH:4]=[CH:5][C:6]2[C:12](=[CH2:13])[CH2:11][N:10]([C:14](=[O:19])[C:15]([F:18])([F:17])[F:16])[CH2:9][CH2:8][C:7]=2[N:20]=1, predict the reaction product. The product is: [CH3:1][O:2][C:3]1[CH:4]=[CH:5][C:6]2[CH:12]([CH3:13])[CH2:11][N:10]([C:14](=[O:19])[C:15]([F:18])([F:16])[F:17])[CH2:9][CH2:8][C:7]=2[N:20]=1. (3) Given the reactants [OH:1][C:2]1[CH:10]=[CH:9][C:8]2[N:7]3[CH2:11][CH2:12][NH:13][C:14](=[O:15])[C:6]3=[CH:5][C:4]=2[CH:3]=1.[C:16]([O:20][C:21]([N:23]1[CH2:28][CH2:27][CH:26](O)[CH2:25][CH2:24]1)=[O:22])([CH3:19])([CH3:18])[CH3:17].C1(P(C2C=CC=CC=2)C2C=CC=CC=2)C=CC=CC=1.N(C(OC(C)(C)C)=O)=NC(OC(C)(C)C)=O, predict the reaction product. The product is: [C:16]([O:20][C:21]([N:23]1[CH2:28][CH2:27][CH:26]([O:1][C:2]2[CH:10]=[CH:9][C:8]3[N:7]4[CH2:11][CH2:12][NH:13][C:14](=[O:15])[C:6]4=[CH:5][C:4]=3[CH:3]=2)[CH2:25][CH2:24]1)=[O:22])([CH3:19])([CH3:17])[CH3:18]. (4) Given the reactants Cl[C:2]1[N:7]=[C:6]([C:8]([O:10][CH2:11][CH3:12])=[O:9])[C:5]([NH:13][CH3:14])=[CH:4][N:3]=1.[NH2:15][C:16]1[CH:21]=[CH:20][CH:19]=[CH:18][CH:17]=1.C1(P(C2CCCCC2)C2C=CC=CC=2C2C(C(C)C)=CC(C(C)C)=CC=2C(C)C)CCCCC1.C(=O)([O-])[O-].[Cs+].[Cs+], predict the reaction product. The product is: [NH:15]([C:2]1[N:7]=[C:6]([C:8]([O:10][CH2:11][CH3:12])=[O:9])[C:5]([NH:13][CH3:14])=[CH:4][N:3]=1)[C:16]1[CH:21]=[CH:20][CH:19]=[CH:18][CH:17]=1.